This data is from Human liver microsome stability data. The task is: Regression/Classification. Given a drug SMILES string, predict its absorption, distribution, metabolism, or excretion properties. Task type varies by dataset: regression for continuous measurements (e.g., permeability, clearance, half-life) or binary classification for categorical outcomes (e.g., BBB penetration, CYP inhibition). Dataset: hlm. (1) The compound is CC1(C)NCCc2c1oc1cc(S(=O)(=O)c3cccc(F)c3)ccc21. The result is 0 (unstable in human liver microsomes). (2) The drug is Cc1ccccc1OCC(=O)Nc1ccc2cnccc2c1. The result is 1 (stable in human liver microsomes).